This data is from Human Reference Interactome with 51,813 positive PPI pairs across 8,248 proteins, plus equal number of experimentally-validated negative pairs. The task is: Binary Classification. Given two protein amino acid sequences, predict whether they physically interact or not. (1) Protein 1 (ENSG00000164096) has sequence MTSLINSPINRRPLQNVEGNNRCQRKAKNYGNKYFIHCLDLEKITLSPRRKHDIEGGDKLNVKFSQLRSRRQRKAEPGACALGRVGSECIPEPGARRTAQAAGLRSVSGAANTKVRELKHFRFLGLLRSCRSEMEVDAPGVDGRDGLRERRGFSEGGRQNFDVRPQSGANGLPKHSYWLDLWLFILFDVVVFLFVYFLP*MEVDAPGVDGRDGLRERRGFSEGGRQNFDVRPQSGANGLPKHSYWLDLWLFILFDVVVFLFVYFLP*. Protein 2 (ENSG00000182885) has sequence MATPRGLGALLLLLLLPTSGQEKPTEGPRNTCLGSNNMYDIFNLNDKALCFTKCRQSGSDSCNVENLQRYWLNYEAHLMKEGLTQKVNTPFLKALVQNLSTNTAEDFYFSLEPSQVPRQVMKDEDKPPDRVRLPKSLFRSLPGNRSVVRLAVTILDIGPGTLFKGPRLGLGDGSGVLNNRLVGLSVGQMHVTKLAEPLEIVFSHQRPPPNMTLTCVFWDVTKGTTGDWSSEGCSTEVRPEGTVCCCDHLTFFALLLRPTLDQSTVHILTRISQAGCGVSMIFLAFTIILYAFLRLSRERF.... Result: 1 (the proteins interact). (2) Protein 1 (ENSG00000166922) has sequence MVSRMVSTMLSGLLFWLASGWTPAFAYSPRTPDRVSEADIQRLLHGVMEQLGIARPRVEYPAHQAMNLVGPQSIEGGAHEGLQHLGPFGNIPNIVAELTGDNIPKDFSEDQGYPDPPNPCPVGKTADDGCLENTPDTAEFSREFQLHQHLFDPEHDYPGLGKWNKKLLYEKMKGGERRKRRSVNPYLQGQRLDNVVAKKSVPHFSDEDKDPE*MVSRMVSTMLSGLLFWLASGWTPAFAYSPRTPDRVSEADIQRLLHGVMEQLGIARPRVEYPAHQAMNLVGPQSIEGGAHEGLQHLGP.... Protein 2 (ENSG00000119938) has sequence MSCTRMIQVLDPRPLTSSVMPVDVAMRLCLAHSPPVKSFLGPYDEFQRRHFVNKLKPLKSCLNIKHKAKSQNDWKCSHNQAKKRVVFADSKGLSLTAIHVFSDLPEEPAWDLQFDLLDLNDISSALKHHEEKNLILDFPQPSTDYLSFRSHFQKNFVCLENCSLQERTVTGTVKVKNVSFEKKVQIRITFDSWKNYTDVDCVYMKNVYGGTDSDTFSFAIDLPPVIPTEQKIEFCISYHANGQVFWDNNDGQNYRIVHVQWKPDGVQTQMAPQDCAFHQTSPKTELESTIFGSPRLASGL.... Result: 0 (the proteins do not interact). (3) Protein 1 (ENSG00000105251) has sequence MAKWLRDYLSFGGRRPPPQPPTPDYTESDILRAYRAQKNLDFEDPYEDAESRLEPDPAGPGDSKNPGDAKYGSPKHRLIKVEAADMARAKALLGGPGEELEADTEYLDPFDAQPHPAPPDDGYMEPYDAQWVMSELPGRGVQLYDTPYEEQDPETADGPPSGQKPRQSRMPQEDERPADEYDQPWEWKKDHISRAFAVQFDSPEWERTPGSAKELRRPPPRSPQPAERVDPALPLEKQPWFHGPLNRADAESLLSLCKEGSYLVRLSETNPQDCSLSLRSSQGFLHLKFARTRENQVVLG.... Protein 2 (ENSG00000002549) has sequence MFLLPLPAAGRVVVRRLAVRRFGSRSLSTADMTKGLVLGIYSKEKEDDVPQFTSAGENFDKLLAGKLRETLNISGPPLKAGKTRTFYGLHQDFPSVVLVGLGKKAAGIDEQENWHEGKENIRAAVAAGCRQIQDLELSSVEVDPCGDAQAAAEGAVLGLYEYDDLKQKKKMAVSAKLYGSGDQEAWQKGVLFASGQNLARQLMETPANEMTPTRFAEIIEKNLKSASSKTEVHIRPKSWIEEQAMGSFLSVAKGSDEPPVFLEIHYKGSPNANEPPLVFVGKGITFDSGGISIKASANMD.... Result: 0 (the proteins do not interact). (4) Protein 1 (ENSG00000213930) has sequence MSRSGTDPQQRQQASEADAAAATFRANDHQHIRYNPLQDEWVLVSAHRMKRPWQGQVEPQLLKTVPRHDPLNPLCPGAIRANGEVNPQYDSTFLFDNDFPALQPDAPSPGPSDHPLFQAKSARGVCKVMCFHPWSDVTLPLMSVPEIRAVVDAWASVTEELGAQYPWVQIFENKGAMMGCSNPHPHCQVWASSFLPDIAQREERSQQAYKSQHGEPLLMEYSRQELLRKERLVLTSEHWLVLVPFWATWPYQTLLLPRRHVRRLPELTPAERDDLASIMKKLLTKYDNLFETSFPYSMGW.... Protein 2 (ENSG00000164919) has sequence MAPEVLPKPRMRGLLARRLRNHMAVAFVLSLGVAALYKFRVADQRKKAYADFYRNYDVMKDFEEMRKAGIFQSVK*. Result: 0 (the proteins do not interact). (5) Protein 1 (ENSG00000152430) has sequence MTELEYPKGSSIMPAAGTMYLTTSTGYPYTYHNGVAYFHTPEVTSVPPPWPSRSVCSSPVMVAQPIYQQPAYHYQATTQYLPGQWQWSVPQPSASSAPFLYLQPSEVIYQPVEIAQDGGCVPPPLSLMETSVPEPYSDHGVQATYHQVYAPSAITMPAPVMQPEPIKTVWSIHY*METESGPQTSNQMQTDSLSPSPNPVSPVPLNNPTSAPRYGTVIPNRIFVGGIDFKTNESDLRKFFSQYGSVKEVKIVNDRAGVSKGYGFVTFETQEDAQKILQEAEKLNYKDKKLNIGPAIRKQQ.... Protein 2 (ENSG00000187595) has sequence MKRPLSPPPPAEKETPISGAAECLPRPPEPPKPKRERKRPSYTLCDVCNIQLNSAAQAQVHCGGRAHQRRLRQLSLGKSPSGPAGPASGAPSPLLASLPLPTRPLQPPLDFKHLLAFHFNGAAPLSLFPNFSTMDPVQKAVISHTFGVPSPLKKKLFISCNICHLRFNSANQAEAHYKGHKHARKLKAVEAAKSKQRPHTQAQDGAVVSPIPTLASGAPGEPQSKAVPAAPPLGPPLQPPPTPDPTCREPAHSELLDAASSSSSSSCPPCSPEPGREAPGPEPAAAAVGSSMSGEGRSEK.... Result: 1 (the proteins interact). (6) Protein 1 (ENSG00000204334) has sequence METVNEPETGEVSKDAVIVKQEKNNEYCLQDIDDKLSESAEDDGEDDTNDEDDDEDSNPKKNTQAPLELMAEFLRAEMAREYQLAKKLCQMILIYEPENPEAKEFFTLIEEMLLMEKTQNHEQDGENSDEDSSGESKGESDEELSDESSDEGEDGS*. Protein 2 (ENSG00000133103) has sequence MAEGSGEVVAVSATGAANGLNNGAGGTSATTCNPLSRKLHKILETRLDNDKELGILLLSFSWLLFEDSVRDSRRC*MAEGSGEVVAVSATGAANGLNNGAGGTSATTCNPLSRKLHKILETRLDNDKEMLEALKALSTFFVENSLRTRRNLRGDIERKSLAINEEFVSIFKEVKEELESISEDVQAMSNCCQDMTSRLQAAKEQTQDLIVKTTKLQSESQKLEIRAQVADAFLSKFQLTSDEMSLLRGTREGPITEDFFKALGRVKQIHNDVKVLLRTNQQTAGLEIMEQMALLQETAYE.... Result: 0 (the proteins do not interact). (7) Protein 1 (ENSG00000164111) has sequence MAQVLRGTVTDFPGFDERADAETLRKAMKGLGTDEESILTLLTSRSNAQRQEISAAFKTLFGRDLLDDLKSELTGKFEKLIVALMKPSRLYDAYELKHALKGAGTNEKVLTEIIASRTPEELRAIKQVYEEEYGSSLEDDVVGDTSGYYQRMLVVLLQANRDPDAGIDEAQVEQDAQALFQAGELKWGTDEEKFITIFGTRSVSHLRKVFDKYMTISGFQIEETIDRETSGNLEQLLLAVVKSIRSIPAYLAETLYYAMKGAGTDDHTLIRVMVSRSEIDLFNIRKEFRKNFATSLYSMI.... Protein 2 (ENSG00000134287) has sequence MGNIFGNLLKSLIGKKEMRILMVGLDAAGKTTILYKLKLGEIVTTIPTIGFNVETVEYKNISFTVWDVGGQDKIRPLWRHYFQNTQGLIFVVDSNDRERVNEAREELMRMLAEDELRDAVLLVFANKQDLPNAMNAAEITDKLGLHSLRHRNWYIQATCATSGDGLYEGLDWLANQLKNKK*MGNIFGNLLKSLIGKKEMRILMVGLDAAGKTTILYKLKLGEIVTTIPTIGLIFVVDSNDRERVNEAREELMRMLAEDELRDAVLLVFANKQDLPNAMNAAEITDKLGLHSLRHRNWYI.... Result: 0 (the proteins do not interact).